Dataset: Reaction yield outcomes from USPTO patents with 853,638 reactions. Task: Predict the reaction yield, written as a fraction of the theoretical maximum amount of product (1.0 means a 100% yield; for example, 0.34 means a 34% yield). (1) The reactants are [CH2:1]([Li])[CH2:2][CH2:3][CH3:4].O=O.Br[C:9]1[CH:10]=[CH:11][C:12]([Cl:27])=[C:13]([CH:26]=1)[CH2:14][C:15]1[CH:25]=[CH:24][C:18]([O:19][CH:20]2[CH2:23][O:22][CH2:21]2)=[CH:17][CH:16]=1.CON(C)[C:31](=[O:83])[C@H:32]([O:75]CC1C=CC=CC=1)[C@@H:33]([O:67][CH2:68][C:69]1[CH:74]=[CH:73][CH:72]=[CH:71][CH:70]=1)[C@H:34]([O:59][CH2:60][C:61]1[CH:66]=[CH:65][CH:64]=[CH:63][CH:62]=1)[C:35]([OH:58])([CH2:47][O:48][CH2:49][C:50]1[CH:55]=[CH:54][C:53]([O:56][CH3:57])=[CH:52][CH:51]=1)[CH2:36][O:37][CH2:38][C:39]1[CH:44]=[CH:43][C:42]([O:45][CH3:46])=[CH:41][CH:40]=1.[Al].O1C[CH2:89][CH2:88][CH2:87]1. The catalyst is C(OCC)C. The product is [CH2:1]([O:75][CH:32]1[C@@H:33]([O:67][CH2:68][C:69]2[CH:70]=[CH:71][CH:72]=[CH:73][CH:74]=2)[C@H:34]([O:59][CH2:60][C:61]2[CH:66]=[CH:65][CH:64]=[CH:63][CH:62]=2)[C:35]([CH2:47][O:48][CH2:49][C:50]2[CH:51]=[CH:52][C:53]([O:56][CH3:57])=[CH:54][CH:55]=2)([CH2:36][O:37][CH2:38][C:39]2[CH:40]=[CH:41][C:42]([O:45][CH3:46])=[CH:43][CH:44]=2)[O:58][C:31]1([C:9]1[CH:10]=[CH:11][C:12]([Cl:27])=[C:13]([CH2:14][C:15]2[CH:25]=[CH:24][C:18]([O:19][CH:20]3[CH2:23][O:22][CH2:21]3)=[CH:17][CH:16]=2)[CH:26]=1)[OH:83])[C:2]1[CH:89]=[CH:88][CH:87]=[CH:4][CH:3]=1. The yield is 0.720. (2) The reactants are [Br:1]N1C(=O)CCC1=O.C(Cl)(Cl)(Cl)Cl.[Cl:14][C:15]1[CH:20]=[CH:19][C:18]([C@H:21]2[N:28]3[C:24]([S:25][C:26]([C:31]([O:33][CH2:34][CH3:35])=[O:32])=[C:27]3[CH2:29][CH3:30])=[N:23][C@:22]2([C:37]2[CH:42]=[CH:41][C:40]([Cl:43])=[CH:39][CH:38]=2)[CH3:36])=[CH:17][CH:16]=1. The product is [Br:1][CH:29]([C:27]1[N:28]2[C@H:21]([C:18]3[CH:19]=[CH:20][C:15]([Cl:14])=[CH:16][CH:17]=3)[C@@:22]([C:37]3[CH:38]=[CH:39][C:40]([Cl:43])=[CH:41][CH:42]=3)([CH3:36])[N:23]=[C:24]2[S:25][C:26]=1[C:31]([O:33][CH2:34][CH3:35])=[O:32])[CH3:30]. The catalyst is C(Cl)(Cl)Cl.N(C(C)(C)C#N)=NC(C)(C)C#N. The yield is 0.550. (3) The reactants are [CH2:1]([O:3][C:4]([C:6]([C:26]([O:28][CH2:29][CH3:30])=[O:27])([CH2:15][C:16]1[C:24]2[C:19](=[CH:20][CH:21]=[CH:22][CH:23]=2)[N:18]([CH3:25])[CH:17]=1)[CH2:7][C:8]([O:10]C(C)(C)C)=[O:9])=[O:5])[CH3:2].FC(F)(F)C(O)=O.C(OC(C)C)(C)C. The catalyst is ClCCl. The product is [CH2:1]([O:3][C:4]([C:6]([C:26]([O:28][CH2:29][CH3:30])=[O:27])([CH2:15][C:16]1[C:24]2[C:19](=[CH:20][CH:21]=[CH:22][CH:23]=2)[N:18]([CH3:25])[CH:17]=1)[CH2:7][C:8]([OH:10])=[O:9])=[O:5])[CH3:2]. The yield is 0.635. (4) The yield is 0.240. The product is [CH3:1][O:2][C:3](=[O:12])[C:4]1[CH:9]=[C:8]([Cl:10])[CH:7]=[CH:6][C:5]=1[N:11]=[CH:17][C:16]1[CH:19]=[CH:20][CH:21]=[C:14]([Br:13])[CH:15]=1. The catalyst is C(O)C. The reactants are [CH3:1][O:2][C:3](=[O:12])[C:4]1[CH:9]=[C:8]([Cl:10])[CH:7]=[CH:6][C:5]=1[NH2:11].[Br:13][C:14]1[CH:15]=[C:16]([CH:19]=[CH:20][CH:21]=1)[CH:17]=O. (5) The reactants are [CH2:1]([O:3][C:4](=[O:29])[CH2:5][CH2:6][CH2:7][O:8][C:9]1[CH:14]=[CH:13][CH:12]=[C:11]([CH2:15][CH2:16][CH2:17][CH2:18][CH2:19][CH2:20]Br)[C:10]=1[CH2:22][CH2:23][C:24]([O:26][CH2:27][CH3:28])=[O:25])[CH3:2].[Br:30][C:31]1[CH:32]=[C:33]([OH:39])[CH:34]=[C:35]([CH2:37][OH:38])[CH:36]=1.C(=O)([O-])[O-].[K+].[K+]. The catalyst is CN(C)C=O.CC(C)=O.O.Cl. The product is [CH2:1]([O:3][C:4](=[O:29])[CH2:5][CH2:6][CH2:7][O:8][C:9]1[CH:14]=[CH:13][CH:12]=[C:11]([CH2:15][CH2:16][CH2:17][CH2:18][CH2:19][CH2:20][O:39][C:33]2[CH:34]=[C:35]([CH2:37][OH:38])[CH:36]=[C:31]([Br:30])[CH:32]=2)[C:10]=1[CH2:22][CH2:23][C:24]([O:26][CH2:27][CH3:28])=[O:25])[CH3:2]. The yield is 0.990.